This data is from Choline transporter screen with 302,306 compounds. The task is: Binary Classification. Given a drug SMILES string, predict its activity (active/inactive) in a high-throughput screening assay against a specified biological target. (1) The molecule is O(C1c2c(c3c1cccc3)cccc2)CCN(C)C. The result is 0 (inactive). (2) The compound is O1C2(C(C3NCC(CC13)C)C)CCC1C3C(C4(C(=CC3)CC(OC3OC(O)C(O)C(O)C3CO)CC4)C)C(=O)C1=C2C. The result is 0 (inactive).